Dataset: Forward reaction prediction with 1.9M reactions from USPTO patents (1976-2016). Task: Predict the product of the given reaction. (1) Given the reactants Cl.Cl.[NH2:3][C:4]1[CH:5]=[C:6]([N:10]2[C:14]3[CH:15]=[CH:16][C:17]([C:19]([NH:21][CH2:22][C:23]4[CH:24]=[N:25][CH:26]=[CH:27][CH:28]=4)=[O:20])=[CH:18][C:13]=3[N:12]=[CH:11]2)[CH:7]=[CH:8][CH:9]=1.[S:29](Cl)([C:32]1[CH:38]=[CH:37][C:35]([CH3:36])=[CH:34][CH:33]=1)(=[O:31])=[O:30].CCN(CC)CC, predict the reaction product. The product is: [CH3:36][C:35]1[CH:37]=[CH:38][C:32]([S:29]([NH:3][C:4]2[CH:5]=[C:6]([N:10]3[C:14]4[CH:15]=[CH:16][C:17]([C:19]([NH:21][CH2:22][C:23]5[CH:24]=[N:25][CH:26]=[CH:27][CH:28]=5)=[O:20])=[CH:18][C:13]=4[N:12]=[CH:11]3)[CH:7]=[CH:8][CH:9]=2)(=[O:31])=[O:30])=[CH:33][CH:34]=1. (2) Given the reactants [F:1][C:2]1[CH:3]=[C:4]([CH:18]=[CH:19][CH:20]=1)[O:5][C@H:6]1[CH2:10][CH2:9][N:8]([C:11](OC(C)(C)C)=O)[CH2:7]1.ClC1[N:43]=[CH:42][C:41]([Cl:44])=[CH:40][C:23]=1[C:24]([NH:26][C:27]1([C:30]2[CH:39]=[CH:38][C:33]([C:34]([O:36][CH3:37])=[O:35])=[CH:32][CH:31]=2)[CH2:29][CH2:28]1)=[O:25], predict the reaction product. The product is: [Cl:44][C:41]1[CH:42]=[N:43][C:11]([N:8]2[CH2:9][CH2:10][C@H:6]([O:5][C:4]3[CH:18]=[CH:19][CH:20]=[C:2]([F:1])[CH:3]=3)[CH2:7]2)=[C:23]([CH:40]=1)[C:24]([NH:26][C:27]1([C:30]2[CH:31]=[CH:32][C:33]([C:34]([O:36][CH3:37])=[O:35])=[CH:38][CH:39]=2)[CH2:29][CH2:28]1)=[O:25]. (3) Given the reactants Cl.[C:2]([C:4]1[CH:18]=[CH:17][C:7]([C:8]([NH:10][CH:11]2[CH2:16][CH2:15][NH:14][CH2:13][CH2:12]2)=[O:9])=[CH:6][C:5]=1[O:19][CH3:20])#[N:3].[CH3:21][C:22]1[C:30]2[CH2:29][O:28][C:27](=[O:31])[C:26]=2[CH:25]=[CH:24][C:23]=1[C@@H:32]1[CH2:34][O:33]1, predict the reaction product. The product is: [C:2]([C:4]1[CH:18]=[CH:17][C:7]([C:8]([NH:10][CH:11]2[CH2:16][CH2:15][N:14]([CH2:34][C@H:32]([OH:33])[C:23]3[C:22]([CH3:21])=[C:30]4[C:26](=[CH:25][CH:24]=3)[C:27](=[O:31])[O:28][CH2:29]4)[CH2:13][CH2:12]2)=[O:9])=[CH:6][C:5]=1[O:19][CH3:20])#[N:3]. (4) Given the reactants [CH:1]([C:3]1[NH:4][CH:5]=[CH:6][N:7]=1)=[CH2:2].[CH:8]([Si:10]([O:15][CH3:16])([O:13][CH3:14])[O:11][CH3:12])=[CH2:9], predict the reaction product. The product is: [CH:1]([C:3]1[NH:4][CH:5]=[CH:6][N:7]=1)=[CH2:2].[CH:8]([Si:10]([O:15][CH3:16])([O:13][CH3:14])[O:11][CH3:12])=[CH2:9]. (5) The product is: [N+:8]([C:5]1[CH:6]=[CH:7][C:2]([N:14]([CH2:13][CH2:12][OH:11])[NH2:15])=[CH:3][CH:4]=1)([O-:10])=[O:9]. Given the reactants F[C:2]1[CH:7]=[CH:6][C:5]([N+:8]([O-:10])=[O:9])=[CH:4][CH:3]=1.[OH:11][CH2:12][CH2:13][NH:14][NH2:15].C([O-])([O-])=O.[K+].[K+], predict the reaction product.